Predict the reaction yield, written as a fraction of the theoretical maximum amount of product (1.0 means a 100% yield; for example, 0.34 means a 34% yield). From a dataset of Reaction yield outcomes from USPTO patents with 853,638 reactions. (1) The reactants are [CH2:1]([N:3]([CH2:29][CH3:30])[CH2:4][CH2:5][N:6]1[CH2:11][CH2:10][C:9]2[NH:12][C:13]([CH:16]=[C:17]3[C:25]4[C:20](=[CH:21][CH:22]=[C:23]([F:26])[CH:24]=4)[NH:19][C:18]3=[O:27])=[C:14]([CH3:15])[C:8]=2[C:7]1=[O:28])[CH3:2].[OH:31][CH:32]([CH2:36][C:37]([OH:39])=[O:38])[C:33]([OH:35])=[O:34]. The catalyst is CO. The product is [C:33]([OH:35])(=[O:34])[CH:32]([CH2:36][C:37]([OH:39])=[O:38])[OH:31].[CH2:29]([N:3]([CH2:1][CH3:2])[CH2:4][CH2:5][N:6]1[CH2:11][CH2:10][C:9]2[NH:12][C:13]([CH:16]=[C:17]3[C:25]4[C:20](=[CH:21][CH:22]=[C:23]([F:26])[CH:24]=4)[NH:19][C:18]3=[O:27])=[C:14]([CH3:15])[C:8]=2[C:7]1=[O:28])[CH3:30]. The yield is 0.950. (2) The catalyst is ClCCl. The yield is 0.650. The reactants are [Cl:1][C:2]1[CH:3]=[C:4]2[C:9](=[CH:10][CH:11]=1)[CH:8]=[C:7]([S:12]([CH2:15][CH2:16][C:17]([N:19]1[CH2:24][CH2:23][CH:22]([N:25]3[CH2:29][C:28]4=[CH:30][N:31]=[C:32]([CH2:33][OH:34])[N:27]4[C:26]3=[O:35])[CH2:21][CH2:20]1)=[O:18])(=[O:14])=[O:13])[CH:6]=[CH:5]2.[C:36](OC(=O)C)(=[O:38])[CH3:37].N1C=CC=CC=1.O. The product is [ClH:1].[C:36]([O:34][CH2:33][C:32]1[N:27]2[C:26](=[O:35])[N:25]([CH:22]3[CH2:21][CH2:20][N:19]([C:17](=[O:18])[CH2:16][CH2:15][S:12]([C:7]4[CH:6]=[CH:5][C:4]5[C:9](=[CH:10][CH:11]=[C:2]([Cl:1])[CH:3]=5)[CH:8]=4)(=[O:13])=[O:14])[CH2:24][CH2:23]3)[CH2:29][C:28]2=[CH:30][N:31]=1)(=[O:38])[CH3:37]. (3) The reactants are Cl[C:2]1[N:7]=[CH:6][C:5]([C:8]([C:10]2[C:18]3[C:13](=[N:14][CH:15]=[CH:16][CH:17]=3)[NH:12][CH:11]=2)=[O:9])=[CH:4][CH:3]=1.[F:19][C:20]([F:30])([F:29])[C:21]1[CH:28]=[CH:27][C:24]([CH2:25][NH2:26])=[CH:23][CH:22]=1.O1CCCC1.C(P(C(C)(C)C)C1C=CC=CC=1C1C=CC=CC=1)(C)(C)C. The catalyst is C([O-])(=O)C.[Pd+2].C([O-])(=O)C.O. The product is [NH:12]1[C:13]2=[N:14][CH:15]=[CH:16][CH:17]=[C:18]2[C:10]([C:8]([C:5]2[CH:6]=[N:7][C:2]([NH:26][CH2:25][C:24]3[CH:23]=[CH:22][C:21]([C:20]([F:19])([F:29])[F:30])=[CH:28][CH:27]=3)=[CH:3][CH:4]=2)=[O:9])=[CH:11]1. The yield is 0.185. (4) The reactants are [OH:1][C:2]1[C:10]([O:11][CH3:12])=[CH:9][C:8]([C:13]2[N:14]([C:29]([O:31][C:32]([CH3:35])([CH3:34])[CH3:33])=[O:30])[C:15]3[C:20]([CH:21]=2)=[CH:19][C:18]([CH2:22][N:23]2[CH2:28][CH2:27][CH2:26][CH2:25][CH2:24]2)=[CH:17][CH:16]=3)=[C:7]2[C:3]=1[CH2:4][NH:5][C:6]2=[O:36].C(N(CC)CC)C.[F:44][C:45]1[CH:46]=[C:47]([S:52](Cl)(=[O:54])=[O:53])[CH:48]=[CH:49][C:50]=1[CH3:51]. The catalyst is C(#N)C. The product is [F:44][C:45]1[CH:46]=[C:47]([S:52]([O:1][C:2]2[C:10]([O:11][CH3:12])=[CH:9][C:8]([C:13]3[N:14]([C:29]([O:31][C:32]([CH3:33])([CH3:35])[CH3:34])=[O:30])[C:15]4[C:20]([CH:21]=3)=[CH:19][C:18]([CH2:22][N:23]3[CH2:28][CH2:27][CH2:26][CH2:25][CH2:24]3)=[CH:17][CH:16]=4)=[C:7]3[C:3]=2[CH2:4][NH:5][C:6]3=[O:36])(=[O:54])=[O:53])[CH:48]=[CH:49][C:50]=1[CH3:51]. The yield is 0.270. (5) The product is [CH:1]1([S:4][C:5]2[CH:12]=[CH:11][C:10]([N+:13]([O-:15])=[O:14])=[CH:9][C:6]=2[CH2:7][NH:17][CH3:16])[CH2:3][CH2:2]1. The catalyst is CO. The reactants are [CH:1]1([S:4][C:5]2[CH:12]=[CH:11][C:10]([N+:13]([O-:15])=[O:14])=[CH:9][C:6]=2[CH:7]=O)[CH2:3][CH2:2]1.[CH3:16][NH2:17].[BH4-].[Na+]. The yield is 0.940. (6) The reactants are [C:1]([O:5][C:6]([NH:8][CH:9]([C:34]1[CH:39]=[CH:38][CH:37]=[CH:36][CH:35]=1)[C:10]1[CH:11]=[C:12]([CH:31]=[CH:32][CH:33]=1)[O:13][CH2:14][CH:15]1[CH2:20][CH2:19][N:18](C(OCC2C=CC=CC=2)=O)[CH2:17][CH2:16]1)=[O:7])([CH3:4])([CH3:3])[CH3:2].CC1CC=CCC=1. The catalyst is C(O)C.[Pd]. The product is [C:1]([O:5][C:6](=[O:7])[NH:8][CH:9]([C:34]1[CH:39]=[CH:38][CH:37]=[CH:36][CH:35]=1)[C:10]1[CH:33]=[CH:32][CH:31]=[C:12]([O:13][CH2:14][CH:15]2[CH2:16][CH2:17][NH:18][CH2:19][CH2:20]2)[CH:11]=1)([CH3:4])([CH3:2])[CH3:3]. The yield is 0.850. (7) The reactants are [CH:1]12[O:7][CH:4]([CH2:5][CH2:6]1)[CH2:3][CH:2]2[C:8]1([OH:13])[CH2:12][CH2:11][CH2:10][CH2:9]1.C(N(CC)CC)C.[C:21](Cl)(=[O:24])[CH:22]=[CH2:23].O. The product is [C:21]([O:13][C:8]1([CH:2]2[CH2:3][CH:4]3[O:7][CH:1]2[CH2:6][CH2:5]3)[CH2:9][CH2:10][CH2:11][CH2:12]1)(=[O:24])[CH:22]=[CH2:23]. The catalyst is C1(C)C=CC=CC=1.CN(C1C=CN=CC=1)C. The yield is 0.840. (8) The product is [Cl:1][C:2]1[CH:3]=[C:4]([CH2:9][CH2:10][NH:11][C:21](=[O:22])[C:20]([F:31])([F:30])[F:19])[CH:5]=[CH:6][C:7]=1[F:8]. The reactants are [Cl:1][C:2]1[CH:3]=[C:4]([CH2:9][CH2:10][NH2:11])[CH:5]=[CH:6][C:7]=1[F:8].CCN(CC)CC.[F:19][C:20]([F:31])([F:30])[C:21](O[C:21](=[O:22])[C:20]([F:31])([F:30])[F:19])=[O:22]. The yield is 0.786. The catalyst is C(Cl)Cl.